This data is from Peptide-MHC class II binding affinity with 134,281 pairs from IEDB. The task is: Regression. Given a peptide amino acid sequence and an MHC pseudo amino acid sequence, predict their binding affinity value. This is MHC class II binding data. (1) The peptide sequence is KGTSYKICTDKMFFV. The MHC is DRB1_0401 with pseudo-sequence DRB1_0401. The binding affinity (normalized) is 0.169. (2) The peptide sequence is TYGDKWLDAKSTWYG. The binding affinity (normalized) is 0.440. The MHC is HLA-DQA10101-DQB10501 with pseudo-sequence HLA-DQA10101-DQB10501. (3) The peptide sequence is AFCVAATAANAAPAN. The MHC is DRB1_0901 with pseudo-sequence DRB1_0901. The binding affinity (normalized) is 0.637. (4) The peptide sequence is QKRGIVKENIIDLTKI. The MHC is DRB4_0101 with pseudo-sequence DRB4_0103. The binding affinity (normalized) is 0.789.